From a dataset of Full USPTO retrosynthesis dataset with 1.9M reactions from patents (1976-2016). Predict the reactants needed to synthesize the given product. (1) Given the product [C:1](=[O:15])([O:2][C:3]1[CH:8]=[CH:7][C:6]([O:9][CH3:10])=[C:5]([NH:11][S:23]([CH3:22])(=[O:25])=[O:24])[CH:4]=1)[O:12][CH2:13][CH3:14], predict the reactants needed to synthesize it. The reactants are: [C:1](=[O:15])([O:12][CH2:13][CH3:14])[O:2][C:3]1[CH:8]=[CH:7][C:6]([O:9][CH3:10])=[C:5]([NH2:11])[CH:4]=1.N1C=CC=CC=1.[CH3:22][S:23](Cl)(=[O:25])=[O:24]. (2) Given the product [CH2:29]([N:36]1[CH2:41][CH2:40][O:39][CH:38]([CH2:42][C:43]2[CH:48]=[CH:47][CH:46]=[C:45]([Br:49])[CH:44]=2)[CH2:37]1)[C:30]1[CH:31]=[CH:32][CH:33]=[CH:34][CH:35]=1, predict the reactants needed to synthesize it. The reactants are: C(N1CCO[C@H](CC2C=CC=C(C=CC3C=NC=CC=3)C=2)C1)(OC(C)(C)C)=O.[CH2:29]([N:36]1[CH2:41][CH2:40][O:39][CH:38]([CH2:42][C:43]2[CH:48]=[CH:47][CH:46]=[C:45]([Br:49])[CH:44]=2)[C:37]1=O)[C:30]1[CH:35]=[CH:34][CH:33]=[CH:32][CH:31]=1.B. (3) Given the product [OH:1][C:2]1[C:11]2[C:6](=[CH:7][CH:8]=[CH:9][CH:10]=2)[C:5]([CH3:13])([CH3:12])[C:4](=[O:14])[C:3]=1[C:15]([NH:30][CH2:31][C:32]([O:34][C:35]([CH3:38])([CH3:37])[CH3:36])=[O:33])=[O:16], predict the reactants needed to synthesize it. The reactants are: [OH:1][C:2]1[C:11]2[C:6](=[CH:7][CH:8]=[CH:9][CH:10]=2)[C:5]([CH3:13])([CH3:12])[C:4](=[O:14])[C:3]=1[C:15](OCC)=[O:16].C(N(C(C)C)C(C)C)C.Cl.[NH2:30][CH2:31][C:32]([O:34][C:35]([CH3:38])([CH3:37])[CH3:36])=[O:33]. (4) Given the product [F:21][CH:20]([F:22])[O:19][C:14]1[CH:15]=[C:16]2[C:11](=[CH:12][CH:13]=1)[NH:10][C:9]1[CH:8]([C:23]3[CH:28]=[CH:27][CH:26]=[C:25]([OH:29])[CH:24]=3)[N:7]3[C:30](=[O:31])[N:4]([CH2:3][CH2:2][NH:35][CH3:34])[C:5](=[O:33])[C:6]3([CH3:32])[CH2:18][C:17]2=1, predict the reactants needed to synthesize it. The reactants are: Br[CH2:2][CH2:3][N:4]1[C:30](=[O:31])[N:7]2[CH:8]([C:23]3[CH:28]=[CH:27][CH:26]=[C:25]([OH:29])[CH:24]=3)[C:9]3[NH:10][C:11]4[C:16]([C:17]=3[CH2:18][C:6]2([CH3:32])[C:5]1=[O:33])=[CH:15][C:14]([O:19][CH:20]([F:22])[F:21])=[CH:13][CH:12]=4.[CH3:34][NH2:35]. (5) Given the product [NH2:7][C:8]1[O:9][CH2:10][CH2:11][C@:12]([C:15]2[CH:20]=[C:19]([NH:21][C:31]([C:28]3[C:27]([CH3:34])=[CH:26][C:25]([Cl:24])=[CH:30][N:29]=3)=[O:32])[CH:18]=[CH:17][C:16]=2[F:22])([CH3:14])[N:13]=1, predict the reactants needed to synthesize it. The reactants are: C(OC(=O)[NH:7][C:8]1[O:9][CH2:10][CH2:11][C@:12]([C:15]2[CH:20]=[C:19]([NH2:21])[CH:18]=[CH:17][C:16]=2[F:22])([CH3:14])[N:13]=1)(C)(C)C.[Cl:24][C:25]1[CH:26]=[C:27]([CH3:34])[C:28]([C:31](O)=[O:32])=[N:29][CH:30]=1.